From a dataset of Peptide-MHC class II binding affinity with 134,281 pairs from IEDB. Regression. Given a peptide amino acid sequence and an MHC pseudo amino acid sequence, predict their binding affinity value. This is MHC class II binding data. (1) The peptide sequence is DLVANQPNLKALREK. The MHC is DRB1_0404 with pseudo-sequence DRB1_0404. The binding affinity (normalized) is 0.648. (2) The peptide sequence is EKKYFAATQFEPNAA. The MHC is HLA-DPA10201-DPB11401 with pseudo-sequence HLA-DPA10201-DPB11401. The binding affinity (normalized) is 0.390. (3) The peptide sequence is PCRAGFETNVSHNVQ. The MHC is HLA-DPA10103-DPB10301 with pseudo-sequence HLA-DPA10103-DPB10301. The binding affinity (normalized) is 0.0829. (4) The peptide sequence is DFREFSRAKGLNQEI. The MHC is HLA-DPA10201-DPB10501 with pseudo-sequence HLA-DPA10201-DPB10501. The binding affinity (normalized) is 0.162.